From a dataset of Forward reaction prediction with 1.9M reactions from USPTO patents (1976-2016). Predict the product of the given reaction. (1) The product is: [CH3:32][N:33]([CH3:34])[C:19]1[N:20]=[N:21][C:22]([O:24][CH3:25])=[CH:23][C:18]=1[C:16]([N:15]([CH2:14][C:12]1[N:13]=[C:9]([NH:8][C:7]([NH:6][CH2:5][C:4]2[CH:29]=[CH:30][CH:31]=[C:2]([F:1])[CH:3]=2)=[O:28])[S:10][CH:11]=1)[CH3:27])=[O:17]. Given the reactants [F:1][C:2]1[CH:3]=[C:4]([CH:29]=[CH:30][CH:31]=1)[CH2:5][NH:6][C:7](=[O:28])[NH:8][C:9]1[S:10][CH:11]=[C:12]([CH2:14][N:15]([CH3:27])[C:16]([C:18]2[CH:23]=[C:22]([O:24][CH3:25])[N:21]=[N:20][C:19]=2Cl)=[O:17])[N:13]=1.[CH3:32][NH:33][CH3:34], predict the reaction product. (2) Given the reactants [NH2:1][C:2]1[N:7]=[CH:6][N:5]=[C:4]2[N:8]([CH:25]([C:27]3[O:28][C:29]4[C:34]([C:35](=[O:44])[C:36]=3[C:37]3[CH:42]=[CH:41][CH:40]=[C:39]([F:43])[CH:38]=3)=[CH:33][CH:32]=[CH:31][CH:30]=4)[CH3:26])[N:9]=[C:10]([C:11]3[S:15][C:14]([CH2:16][NH:17]C(=O)OC(C)(C)C)=[CH:13][CH:12]=3)[C:3]=12, predict the reaction product. The product is: [NH2:1][C:2]1[N:7]=[CH:6][N:5]=[C:4]2[N:8]([CH:25]([C:27]3[O:28][C:29]4[C:34]([C:35](=[O:44])[C:36]=3[C:37]3[CH:42]=[CH:41][CH:40]=[C:39]([F:43])[CH:38]=3)=[CH:33][CH:32]=[CH:31][CH:30]=4)[CH3:26])[N:9]=[C:10]([C:11]3[S:15][C:14]([CH2:16][NH2:17])=[CH:13][CH:12]=3)[C:3]=12. (3) Given the reactants C1N=CN(C(N2C=NC=C2)=O)C=1.[CH3:13][N:14]1[C:20]2[CH:21]=[CH:22][CH:23]=[CH:24][C:19]=2[C:18](=[O:25])[N:17]([CH2:26][C@H:27]2[CH2:32][CH2:31][C@H:30]([C:33](O)=[O:34])[CH2:29][CH2:28]2)[CH2:16][C:15]1=[O:36].[N:37]1[CH:42]=[CH:41][CH:40]=[CH:39][C:38]=1[N:43]1[CH2:48][CH2:47][NH:46][CH2:45][CH2:44]1, predict the reaction product. The product is: [CH3:13][N:14]1[C:20]2[CH:21]=[CH:22][CH:23]=[CH:24][C:19]=2[C:18](=[O:25])[N:17]([CH2:26][C@H:27]2[CH2:28][CH2:29][C@H:30]([C:33]([N:46]3[CH2:47][CH2:48][N:43]([C:38]4[CH:39]=[CH:40][CH:41]=[CH:42][N:37]=4)[CH2:44][CH2:45]3)=[O:34])[CH2:31][CH2:32]2)[CH2:16][C:15]1=[O:36].